From a dataset of PAMPA (Parallel Artificial Membrane Permeability Assay) permeability data from NCATS. Regression/Classification. Given a drug SMILES string, predict its absorption, distribution, metabolism, or excretion properties. Task type varies by dataset: regression for continuous measurements (e.g., permeability, clearance, half-life) or binary classification for categorical outcomes (e.g., BBB penetration, CYP inhibition). Dataset: pampa_ncats. (1) The compound is CC1=C(C=C(C=C1)C2=NN=C(C3=CC=CC=C32)NC4=CC=C(C=C4)Br)S(=O)(=O)N5CCN(CC5)C. The result is 1 (high permeability). (2) The result is 1 (high permeability). The compound is COC1=C(C=C(C=C1)/C=C/2\C3=CC=CC=C3NC2=O)O. (3) The molecule is C[S+](=O)(C1=CC=C(C=C1)C2=C3C=CC=CN3C(=N2)C(=O)NCC4=CN=CC=C4)[O-]. The result is 1 (high permeability). (4) The molecule is CC1=CC(=CC=C1)C2=NOC(=N2)[C@@H]3CC4=C(CN3C(=O)CC(C)(C)CC(=O)O)NC=N4. The result is 1 (high permeability). (5) The compound is CN1CCN(CC1)C(=O)CC2=CNC3=C2C=C(C=N3)C4=CC=CC=C4OC5=CC=CC=C5. The result is 1 (high permeability).